Dataset: Peptide-MHC class I binding affinity with 185,985 pairs from IEDB/IMGT. Task: Regression. Given a peptide amino acid sequence and an MHC pseudo amino acid sequence, predict their binding affinity value. This is MHC class I binding data. (1) The peptide sequence is KEHVIQNAF. The MHC is HLA-A26:01 with pseudo-sequence HLA-A26:01. The binding affinity (normalized) is 0. (2) The peptide sequence is WVKKGGHVTL. The MHC is HLA-A02:01 with pseudo-sequence HLA-A02:01. The binding affinity (normalized) is 0.110. (3) The peptide sequence is WGDLWETLR. The MHC is Mamu-B8701 with pseudo-sequence Mamu-B8701. The binding affinity (normalized) is 0. (4) The peptide sequence is DRDINPIVK. The MHC is HLA-A24:02 with pseudo-sequence HLA-A24:02. The binding affinity (normalized) is 0.0371. (5) The peptide sequence is VQHAPQVSL. The MHC is BoLA-HD6 with pseudo-sequence BoLA-HD6. The binding affinity (normalized) is 0.638. (6) The peptide sequence is SYFVVKRHTM. The MHC is HLA-A30:02 with pseudo-sequence HLA-A30:02. The binding affinity (normalized) is 0.157. (7) The peptide sequence is LMGHFSWWTA. The MHC is HLA-A02:01 with pseudo-sequence HLA-A02:01. The binding affinity (normalized) is 0.733.